This data is from Full USPTO retrosynthesis dataset with 1.9M reactions from patents (1976-2016). The task is: Predict the reactants needed to synthesize the given product. (1) Given the product [CH2:20]([C:22]1[CH:28]=[CH:27][CH:26]=[CH:25][C:23]=1[NH:24][S:12]([C:9]1[C:10]2[C:5](=[CH:4][CH:3]=[C:2]([OH:1])[CH:11]=2)[CH:6]=[C:7]([S:16]([NH:24][C:23]2[CH:25]=[CH:26][CH:27]=[CH:28][C:22]=2[CH2:20][CH3:21])(=[O:18])=[O:17])[CH:8]=1)(=[O:14])=[O:13])[CH3:21], predict the reactants needed to synthesize it. The reactants are: [OH:1][C:2]1[CH:11]=[C:10]2[C:5]([CH:6]=[C:7]([S:16](Cl)(=[O:18])=[O:17])[CH:8]=[C:9]2[S:12](Cl)(=[O:14])=[O:13])=[CH:4][CH:3]=1.[CH2:20]([C:22]1[CH:28]=[CH:27][CH:26]=[CH:25][C:23]=1[NH2:24])[CH3:21]. (2) Given the product [CH2:25]([N:32]([CH2:40][C:41]1[CH:42]=[C:43]([C:2]2[CH:3]=[C:4]3[C:10]([CH:11]([O:15][CH2:16][CH3:17])[O:12][CH2:13][CH3:14])=[N:9][N:8]([C:18]([O:20][C:21]([CH3:24])([CH3:23])[CH3:22])=[O:19])[C:5]3=[CH:6][N:7]=2)[CH:44]=[N:45][CH:46]=1)[C:33]([O:35][C:36]([CH3:39])([CH3:38])[CH3:37])=[O:34])[C:26]1[CH:31]=[CH:30][CH:29]=[CH:28][CH:27]=1, predict the reactants needed to synthesize it. The reactants are: Br[C:2]1[CH:3]=[C:4]2[C:10]([CH:11]([O:15][CH2:16][CH3:17])[O:12][CH2:13][CH3:14])=[N:9][N:8]([C:18]([O:20][C:21]([CH3:24])([CH3:23])[CH3:22])=[O:19])[C:5]2=[CH:6][N:7]=1.[CH2:25]([N:32]([CH2:40][C:41]1[CH:42]=[C:43](B(O)O)[CH:44]=[N:45][CH:46]=1)[C:33]([O:35][C:36]([CH3:39])([CH3:38])[CH3:37])=[O:34])[C:26]1[CH:31]=[CH:30][CH:29]=[CH:28][CH:27]=1.C([O-])([O-])=O.[K+].[K+].CCOC(C)=O. (3) Given the product [N:20]1[CH:25]=[CH:24][CH:23]=[C:22]([C:2]2[CH:3]=[C:4]([CH:17]=[CH:18][CH:19]=2)[O:5][C:6]2[C:15]3[C:10](=[CH:11][CH:12]=[CH:13][CH:14]=3)[NH:9][C:8](=[O:16])[CH:7]=2)[CH:21]=1, predict the reactants needed to synthesize it. The reactants are: Br[C:2]1[CH:3]=[C:4]([CH:17]=[CH:18][CH:19]=1)[O:5][C:6]1[C:15]2[C:10](=[CH:11][CH:12]=[CH:13][CH:14]=2)[NH:9][C:8](=[O:16])[CH:7]=1.[N:20]1[CH:25]=[CH:24][CH:23]=[C:22](B(O)O)[CH:21]=1.C(=O)([O-])[O-].[Cs+].[Cs+]. (4) The reactants are: C(C1[CH:36]=[C:35]([CH3:37])[C:6]([C:7]([NH:9][CH2:10][CH2:11][C@H:12]([N:14]2[CH2:19][CH2:18][CH:17]([N:20]([CH2:27][C:28]3[CH:29]=[N:30][CH:31]=[CH:32][C:33]=3[CH3:34])[C:21]3[CH:26]=[CH:25][CH:24]=[CH:23][CH:22]=3)[CH2:16][CH2:15]2)[CH3:13])=[O:8])=[C:5]([CH3:38])[CH:4]=1)#N.[OH-:39].[Na+].[CH3:41][CH2:42][OH:43]. Given the product [CH3:37][C:35]1[CH:36]=[C:41]([CH:4]=[C:5]([CH3:38])[C:6]=1[C:7]([NH:9][CH2:10][CH2:11][C@H:12]([N:14]1[CH2:19][CH2:18][CH:17]([N:20]([CH2:27][C:28]2[CH:29]=[N:30][CH:31]=[CH:32][C:33]=2[CH3:34])[C:21]2[CH:26]=[CH:25][CH:24]=[CH:23][CH:22]=2)[CH2:16][CH2:15]1)[CH3:13])=[O:8])[C:42]([OH:39])=[O:43], predict the reactants needed to synthesize it. (5) Given the product [CH2:1]([C:8]1[C:9]([N:23]2[CH2:24][CH2:25][N:20]([CH3:19])[CH2:21][CH2:22]2)=[N:10][C:11]2[C:16]([N:17]=1)=[CH:15][CH:14]=[CH:13][CH:12]=2)[C:2]1[CH:7]=[CH:6][CH:5]=[CH:4][CH:3]=1, predict the reactants needed to synthesize it. The reactants are: [CH2:1]([C:8]1[C:9](Cl)=[N:10][C:11]2[C:16]([N:17]=1)=[CH:15][CH:14]=[CH:13][CH:12]=2)[C:2]1[CH:7]=[CH:6][CH:5]=[CH:4][CH:3]=1.[CH3:19][N:20]1[CH2:25][CH2:24][NH:23][CH2:22][CH2:21]1. (6) Given the product [Cl:1][C:2]1[C:7]([C:8]2[CH:16]=[CH:15][C:14]3[N:13]([C:24]([C:27]#[N:28])=[CH:25][N:26]=3)[CH:9]=2)=[CH:6][CH:5]=[CH:4][N:3]=1, predict the reactants needed to synthesize it. The reactants are: [Cl:1][C:2]1[C:7]([C:8]2[CH:9]=C3[C:14](=[CH:15][CH:16]=2)[NH:13]N=C3)=[CH:6][CH:5]=[CH:4][N:3]=1.BrC1C=CC2N([C:24]([C:27]#[N:28])=[CH:25][N:26]=2)C=1.ClC1C(B2OC(C)(C)C(C)(C)O2)=CC=CN=1.C([O-])([O-])=O.[Na+].[Na+].